Dataset: Experimentally validated miRNA-target interactions with 360,000+ pairs, plus equal number of negative samples. Task: Binary Classification. Given a miRNA mature sequence and a target amino acid sequence, predict their likelihood of interaction. (1) The miRNA is hsa-miR-580-3p with sequence UUGAGAAUGAUGAAUCAUUAGG. The protein sequence of the target gene is MAFSGIYKLDDGKPYLNNCFPARNLLRVPEEGQGHWLVVQKGNLKKKPKGLVGAQAERRESLKATSFEFKGKKESRRENQVDLPGHILDQAFLLKHHCVRKPSDLCTINAKENDFKHFHSVIYINASENLLPLEAFHTFPALKELDLAFNGIKTIYVKYGDFKLLEFLDLSFNSLTVEAICDLGILPHLRVLLLTGNGLTSLPPNLAVAEQEASVTSLTSKRYILRFPALETLMLDDNRLSNPSCFASLAGLRRLKKLSLDENRIIRIPYLQQVQLYDESVDWNGGRGSPHKEPQFMLQS.... Result: 1 (interaction). (2) The miRNA is hsa-miR-7151-5p with sequence GAUCCAUCUCUGCCUGUAUUGGC. The protein sequence of the target gene is MAENLKGCSVCCKSSWNQLQDLCRLAKLSCPALGVSKKNLYDFEVEYLCDYKKIREQEYYLVKWRGYPDSENTWEPRQNLKCIRVLKQFHKDLERELVRRHRRSKPPRHLDPNLANYLVQKAKQRRALQRWEQELNAKRSHLGRITVENEVDLDGPPRSFVYINEYRVGEGITLNQVAVGCECQDCLLAPTGGCCPGASLHKFAYNDQGQVRLKAGQPIYECNSRCCCGYDCPNRVVQKGIRYDLCIFRTNDGRGWGVRTLEKIRKNSFVMEYVGEIITSEEAERRGQIYDRQGATYLFD.... Result: 0 (no interaction). (3) The miRNA is hsa-miR-4275 with sequence CCAAUUACCACUUCUUU. The protein sequence of the target gene is MGNILTCCINSHCGWPRGKDAPCYESDTDIYETVAAATSESTTVEPGKLDVGATEGQDLQHISNQKMPTGPPEDRLSLKFLPSSEEDNDDAKILPSPVQGSSEDNLSLVCLPRSEDDDCDDDDDDDAQILPSRVQGGCYRFDSSSCSSEDNLSLVCLPRSEDDDCDDDDDDAQILPSPVQACSEDSLFLRCSLRHKDEEEEDDDDIHITARIESDLTLESLSDEEIHPG. Result: 0 (no interaction). (4) The miRNA is mmu-miR-211-5p with sequence UUCCCUUUGUCAUCCUUUGCCU. The protein sequence of the target gene is MAAGTLYTYPENWRAFKALIAAQYSGAQVRVLSAPPHFHFGQTNRTPEFLRKFPAGKVPAFEGDDGFCVFESNAIAYYVSNEELRGSTPEAAAQVVQWVSFADSDIVPPASTWVFPTLGIMHHNKQATENAKEEVRRILGLLDAYLKTRTFLVGERVTLADITVVCTLLWLYKQVLEPSFRQAFPNTNRWFLTCINQPQFRAVLGEVKLCEKMAQFDAKKFAETQPKKDTPRKEKGSREEKQKPQAERKEEKKAAAPAPEEEMDECEQALAAEPKAKDPFAHLPKSTFVLDEFKRKYSNE.... Result: 0 (no interaction). (5) The miRNA is mmu-miR-668-3p with sequence UGUCACUCGGCUCGGCCCACUACC. The protein sequence of the target gene is MADGKGDAAAVAGAGAEAPAVAGAGDGVETESMVRGHRPVSPAPGASGLRPCLWQLETELREQEVSEVSSLNYCRSFCQTLLQYASNKNASEHIVYLLEVYRLAIQSFASARPYLTTECEDVLLVLGRLVLSCFELLLSVSESELPCEVWLPFLQSLQESHDALLEFGNNNLQILVHVTKEGVWKNPVLLKILSQQPVETEEVNKLIAQEGPSFLQMRIKHLLKSNCIPQATALSKLCAESKEISNVSSFQQAYITCLCSMLPNEDAIKEIAKVDCKEVLDIICNLESEGQDNTAFVLCT.... Result: 0 (no interaction). (6) The miRNA is mmu-miR-1958 with sequence UAGGAAAGUGGAAGCAGUAAGU. The protein sequence of the target gene is MEAAAAAPRRPQLLIVLVAAATLLPGAKALQCFCHLCTKDNFTCETDGLCFVSVTETTDKVIHNSMCIAEIDLIPRDRPFVCAPSSKTGAVTTTYCCNQDHCNKIELPTTGPFSEKQSAGLGPVELAAVIAGPVCFVCIALMLMVYICHNRTVIHHRVPNEEDPSLDRPFISEGTTLKDLIYDMTTSGSGSGLPLLVQRTIARTIVLQESIGKGRFGEVWRGKWRGEEVAVKIFSSREERSWFREAEIYQTVMLRHENILGFIAADNKDNGTWTQLWLVSDYHEHGSLFDYLNRYTVTVE.... Result: 0 (no interaction). (7) Result: 0 (no interaction). The protein sequence of the target gene is MAAAEPSVAALAGGGVGAGAPSGGVPVLFCFSVFARPASVPHGAGYDVLIQKFLSLYGDQLDMHRKFVVQLFAEEWGQYVDLPKGFAVSERCKLRLVPLQIQLTTLGNLTPPSTVFFCCDMQERFRPAIKYFGDIISVGQRLLQGARILGIPVIITEQYPKGLGSTVQEIDLTGVKLVLPKTKFSMVLPEVEAALAEIPGVRSVVLFGVETHVCIQQTALELVGRGIEVHIVADATSSRSMMDRMFALERLARTGIIVTTSEAVLLQLVADKDHPKFKEIQNLIKASAPESGLLSKV. The miRNA is cel-miR-62 with sequence UGAUAUGUAAUCUAGCUUACAG.